From a dataset of Full USPTO retrosynthesis dataset with 1.9M reactions from patents (1976-2016). Predict the reactants needed to synthesize the given product. Given the product [CH3:10][O:11][C:12]1[CH:20]=[C:19]([O:21][CH3:22])[CH:18]=[CH:17][C:13]=1[C:14]([NH:25][C@H:26]1[CH:31]2[CH2:32][CH2:33][N:28]([CH2:29][CH2:30]2)[CH2:27]1)=[O:16], predict the reactants needed to synthesize it. The reactants are: CCN(C(C)C)C(C)C.[CH3:10][O:11][C:12]1[CH:20]=[C:19]([O:21][CH3:22])[CH:18]=[CH:17][C:13]=1[C:14]([OH:16])=O.Cl.Cl.[NH2:25][C@H:26]1[CH:31]2[CH2:32][CH2:33][N:28]([CH2:29][CH2:30]2)[CH2:27]1.C[NH3+].F[P-](F)(F)(F)(F)F.N1(OC(N(C)C)=[N+](C)C)C2N=CC=CC=2N=N1.F[P-](F)(F)(F)(F)F.[OH-].[Na+].